Dataset: Full USPTO retrosynthesis dataset with 1.9M reactions from patents (1976-2016). Task: Predict the reactants needed to synthesize the given product. (1) Given the product [Ag+:36].[CH2:12]([O:11][P:9]([O:19][C:20]1[CH:21]=[CH:22][C:23]([CH2:26][C:27]([O-:29])=[O:28])=[CH:24][CH:25]=1)([O:8][CH2:1][C:2]1[CH:7]=[CH:6][CH:5]=[CH:4][CH:3]=1)=[O:10])[C:13]1[CH:18]=[CH:17][CH:16]=[CH:15][CH:14]=1, predict the reactants needed to synthesize it. The reactants are: [CH2:1]([O:8][P:9]([O:19][C:20]1[CH:25]=[CH:24][C:23]([CH2:26][C:27]([OH:29])=[O:28])=[CH:22][CH:21]=1)([O:11][CH2:12][C:13]1[CH:18]=[CH:17][CH:16]=[CH:15][CH:14]=1)=[O:10])[C:2]1[CH:7]=[CH:6][CH:5]=[CH:4][CH:3]=1.[OH-].[Na+].[N+]([O-])([O-])=O.[Ag+:36]. (2) Given the product [ClH:1].[O:9]1[CH:10]=[CH:11][CH:12]=[C:8]1[C:6]1[N:5]=[C:4]2[CH2:13][CH2:14][CH2:15][C:3]2=[C:2]([NH:16][C:17]2[CH:22]=[CH:21][C:20]([CH2:23][CH2:24][OH:25])=[CH:19][CH:18]=2)[CH:7]=1, predict the reactants needed to synthesize it. The reactants are: [Cl:1][C:2]1[CH:7]=[C:6]([C:8]2[O:9][CH:10]=[CH:11][CH:12]=2)[N:5]=[C:4]2[CH2:13][CH2:14][CH2:15][C:3]=12.[NH2:16][C:17]1[CH:22]=[CH:21][C:20]([CH2:23][CH2:24][OH:25])=[CH:19][CH:18]=1. (3) Given the product [NH2:22][C:8]1[N:7]=[C:6]([NH:5][CH2:1][CH2:2][CH2:3][CH3:4])[N:14]=[C:13]2[C:9]=1[NH:10][C:11](=[O:20])[N:12]2[CH2:15][CH2:16][CH2:17][CH2:18][N:32]1[CH2:33][CH2:34][N:29]([CH:23]2[CH2:28][CH2:27][CH2:26][CH2:25][CH2:24]2)[CH2:30][CH2:31]1, predict the reactants needed to synthesize it. The reactants are: [CH2:1]([NH:5][C:6]1[N:14]=[C:13]2[C:9]([N:10]=[C:11]([O:20]C)[N:12]2[CH2:15][CH2:16][CH2:17][CH2:18]Cl)=[C:8]([NH2:22])[N:7]=1)[CH2:2][CH2:3][CH3:4].[CH:23]1([N:29]2[CH2:34][CH2:33][NH:32][CH2:31][CH2:30]2)[CH2:28][CH2:27][CH2:26][CH2:25][CH2:24]1. (4) Given the product [Cl:14][C:13]1[C:3]2[CH2:2][N:33]([CH:31]([C:19]3[CH:20]=[N:21][C:22]([O:23][CH2:24][C:25]([F:29])([F:30])[CH:26]([F:27])[F:28])=[C:17]([Cl:16])[CH:18]=3)[CH3:32])[C:5](=[O:7])[C:4]=2[CH:10]=[CH:11][N:12]=1, predict the reactants needed to synthesize it. The reactants are: Br[CH2:2][C:3]1[C:13]([Cl:14])=[N:12][CH:11]=[CH:10][C:4]=1[C:5]([O:7]CC)=O.Cl.[Cl:16][C:17]1[CH:18]=[C:19]([CH:31]([NH2:33])[CH3:32])[CH:20]=[N:21][C:22]=1[O:23][CH2:24][C:25]([F:30])([F:29])[CH:26]([F:28])[F:27]. (5) The reactants are: [CH2:1]([O:3][C:4](=[O:18])[CH2:5][CH:6]1[O:10][B:9]([OH:11])[C:8]2[CH:12]=[C:13]([OH:17])[CH:14]=[C:15]([CH3:16])[C:7]1=2)[CH3:2].C(=O)([O-])[O-].[Cs+].[Cs+].[Cl:25][C:26]1[N:31]=[C:30](Cl)[CH:29]=[CH:28][N:27]=1. Given the product [CH2:1]([O:3][C:4](=[O:18])[CH2:5][CH:6]1[O:10][B:9]([OH:11])[C:8]2[CH:12]=[C:13]([O:17][C:28]3[CH:29]=[CH:30][N:31]=[C:26]([Cl:25])[N:27]=3)[CH:14]=[C:15]([CH3:16])[C:7]1=2)[CH3:2], predict the reactants needed to synthesize it. (6) Given the product [CH3:39][O:40][C:41](=[O:44])[CH3:42].[C:1]([Si:5]([CH3:37])([CH3:36])[O:6][CH:7]([C:32]([CH3:35])([CH3:34])[CH3:33])[CH2:8][O:9][C:10]1[CH:15]=[CH:14][C:13]([C:16]([C:21]2[S:25][C:24]([S:26]([NH2:43])(=[O:28])=[O:27])=[C:23]([CH3:30])[CH:22]=2)([CH2:19][CH3:20])[CH2:17][CH3:18])=[CH:12][C:11]=1[CH3:31])([CH3:4])([CH3:3])[CH3:2], predict the reactants needed to synthesize it. The reactants are: [C:1]([Si:5]([CH3:37])([CH3:36])[O:6][CH:7]([C:32]([CH3:35])([CH3:34])[CH3:33])[CH2:8][O:9][C:10]1[CH:15]=[CH:14][C:13]([C:16]([C:21]2[S:25][C:24]([S:26](Cl)(=[O:28])=[O:27])=[C:23]([CH3:30])[CH:22]=2)([CH2:19][CH3:20])[CH2:17][CH3:18])=[CH:12][C:11]=1[CH3:31])([CH3:4])([CH3:3])[CH3:2].Cl.[CH3:39][O:40][C:41](=[O:44])[CH2:42][NH2:43].CCN(CC)CC. (7) Given the product [CH3:13][O:12][C:5]1[CH:6]=[N:7][C:8]2[C:3]([CH:4]=1)=[C:2]([CH2:3][CH2:4][CH:5]=[O:12])[CH:11]=[CH:10][CH:9]=2, predict the reactants needed to synthesize it. The reactants are: Br[C:2]1[CH:11]=[CH:10][CH:9]=[C:8]2[C:3]=1[CH:4]=[C:5]([O:12][CH3:13])[CH:6]=[N:7]2. (8) Given the product [C:2](=[O:3])([O:4][CH2:5][S:20][C:18](=[O:21])[CH3:19])[O:9][CH2:7][CH3:8], predict the reactants needed to synthesize it. The reactants are: Cl[C:2]([O:4][CH2:5]Cl)=[O:3].[CH2:7]([OH:9])[CH3:8].N1C=CC=CC=1.[I-].[Na+].[C:18]([OH:21])(=[S:20])[CH3:19].